From a dataset of NCI-60 drug combinations with 297,098 pairs across 59 cell lines. Regression. Given two drug SMILES strings and cell line genomic features, predict the synergy score measuring deviation from expected non-interaction effect. (1) Drug 2: C1=NC2=C(N=C(N=C2N1C3C(C(C(O3)CO)O)F)Cl)N. Cell line: SK-MEL-2. Synergy scores: CSS=48.8, Synergy_ZIP=-4.53, Synergy_Bliss=-6.38, Synergy_Loewe=-12.6, Synergy_HSA=-3.52. Drug 1: CC12CCC3C(C1CCC2=O)CC(=C)C4=CC(=O)C=CC34C. (2) Drug 1: CC1=C(C=C(C=C1)NC2=NC=CC(=N2)N(C)C3=CC4=NN(C(=C4C=C3)C)C)S(=O)(=O)N.Cl. Drug 2: CC1=C2C(C(=O)C3(C(CC4C(C3C(C(C2(C)C)(CC1OC(=O)C(C(C5=CC=CC=C5)NC(=O)C6=CC=CC=C6)O)O)OC(=O)C7=CC=CC=C7)(CO4)OC(=O)C)O)C)OC(=O)C. Cell line: KM12. Synergy scores: CSS=55.0, Synergy_ZIP=6.22, Synergy_Bliss=5.96, Synergy_Loewe=-55.1, Synergy_HSA=7.99. (3) Drug 1: C1CC(C1)(C(=O)O)C(=O)O.[NH2-].[NH2-].[Pt+2]. Drug 2: CC1=C(C(=CC=C1)Cl)NC(=O)C2=CN=C(S2)NC3=CC(=NC(=N3)C)N4CCN(CC4)CCO. Cell line: HL-60(TB). Synergy scores: CSS=51.1, Synergy_ZIP=0.340, Synergy_Bliss=-0.779, Synergy_Loewe=-3.33, Synergy_HSA=-2.33. (4) Drug 1: CC1=C(N=C(N=C1N)C(CC(=O)N)NCC(C(=O)N)N)C(=O)NC(C(C2=CN=CN2)OC3C(C(C(C(O3)CO)O)O)OC4C(C(C(C(O4)CO)O)OC(=O)N)O)C(=O)NC(C)C(C(C)C(=O)NC(C(C)O)C(=O)NCCC5=NC(=CS5)C6=NC(=CS6)C(=O)NCCC[S+](C)C)O. Drug 2: C(CN)CNCCSP(=O)(O)O. Cell line: HS 578T. Synergy scores: CSS=40.9, Synergy_ZIP=3.14, Synergy_Bliss=3.73, Synergy_Loewe=-33.6, Synergy_HSA=3.71. (5) Drug 1: CN(C)N=NC1=C(NC=N1)C(=O)N. Drug 2: CCC1(CC2CC(C3=C(CCN(C2)C1)C4=CC=CC=C4N3)(C5=C(C=C6C(=C5)C78CCN9C7C(C=CC9)(C(C(C8N6C)(C(=O)OC)O)OC(=O)C)CC)OC)C(=O)OC)O.OS(=O)(=O)O. Cell line: U251. Synergy scores: CSS=45.5, Synergy_ZIP=-2.95, Synergy_Bliss=-1.76, Synergy_Loewe=-32.3, Synergy_HSA=-1.17. (6) Drug 1: C1CCC(C1)C(CC#N)N2C=C(C=N2)C3=C4C=CNC4=NC=N3. Drug 2: COC1=C2C(=CC3=C1OC=C3)C=CC(=O)O2. Cell line: NCI-H460. Synergy scores: CSS=-1.38, Synergy_ZIP=0.509, Synergy_Bliss=-0.315, Synergy_Loewe=-2.42, Synergy_HSA=-1.73. (7) Cell line: K-562. Drug 1: CCC1=CC2CC(C3=C(CN(C2)C1)C4=CC=CC=C4N3)(C5=C(C=C6C(=C5)C78CCN9C7C(C=CC9)(C(C(C8N6C)(C(=O)OC)O)OC(=O)C)CC)OC)C(=O)OC.C(C(C(=O)O)O)(C(=O)O)O. Synergy scores: CSS=75.3, Synergy_ZIP=6.78, Synergy_Bliss=8.78, Synergy_Loewe=-11.0, Synergy_HSA=9.63. Drug 2: CC12CCC3C(C1CCC2O)C(CC4=C3C=CC(=C4)O)CCCCCCCCCS(=O)CCCC(C(F)(F)F)(F)F. (8) Drug 1: CCN(CC)CCNC(=O)C1=C(NC(=C1C)C=C2C3=C(C=CC(=C3)F)NC2=O)C. Drug 2: CC1=C(C(=O)C2=C(C1=O)N3CC4C(C3(C2COC(=O)N)OC)N4)N. Cell line: UACC-257. Synergy scores: CSS=11.7, Synergy_ZIP=-4.26, Synergy_Bliss=-2.03, Synergy_Loewe=-9.98, Synergy_HSA=-1.10.